Dataset: Peptide-MHC class II binding affinity with 134,281 pairs from IEDB. Task: Regression. Given a peptide amino acid sequence and an MHC pseudo amino acid sequence, predict their binding affinity value. This is MHC class II binding data. (1) The peptide sequence is ILPNTLVLDFCDDAL. The MHC is HLA-DQA10501-DQB10201 with pseudo-sequence HLA-DQA10501-DQB10201. The binding affinity (normalized) is 0.554. (2) The peptide sequence is DVALSEQGEFKLLSE. The MHC is DRB1_1301 with pseudo-sequence DRB1_1301. The binding affinity (normalized) is 0.216.